From a dataset of Peptide-MHC class II binding affinity with 134,281 pairs from IEDB. Regression. Given a peptide amino acid sequence and an MHC pseudo amino acid sequence, predict their binding affinity value. This is MHC class II binding data. (1) The peptide sequence is DEINAIFEENEVDIS. The MHC is DRB1_0401 with pseudo-sequence DRB1_0401. The binding affinity (normalized) is 0.159. (2) The MHC is DRB1_0404 with pseudo-sequence DRB1_0404. The binding affinity (normalized) is 0.185. The peptide sequence is GELQIVDKRDAAFKI. (3) The peptide sequence is MSLLTEVETYVLSIV. The MHC is DRB5_0101 with pseudo-sequence DRB5_0101. The binding affinity (normalized) is 0.140. (4) The peptide sequence is AQLGLRKKTKQSITE. The MHC is DRB1_1501 with pseudo-sequence DRB1_1501. The binding affinity (normalized) is 0.185. (5) The peptide sequence is EYIEAAKWLLPPPKV. The MHC is DRB1_1501 with pseudo-sequence DRB1_1501. The binding affinity (normalized) is 0.587. (6) The peptide sequence is SHIMSVLDMGQGILH. The MHC is DRB3_0101 with pseudo-sequence DRB3_0101. The binding affinity (normalized) is 0.518.